From a dataset of Catalyst prediction with 721,799 reactions and 888 catalyst types from USPTO. Predict which catalyst facilitates the given reaction. (1) Reactant: Cl[CH2:2][C@H:3]([CH3:21])[C@H:4]([C:7]1[CH:12]=[CH:11][CH:10]=[C:9]([O:13][CH2:14][C:15]2[CH:20]=[CH:19][CH:18]=[CH:17][CH:16]=2)[CH:8]=1)[CH2:5][CH3:6].C(=O)([O-])[O-].[K+].[K+].Cl.[CH3:29][NH:30][CH3:31].O. Product: [CH2:5]([C@@H:4]([C:7]1[CH:12]=[CH:11][CH:10]=[C:9]([O:13][CH2:14][C:15]2[CH:20]=[CH:19][CH:18]=[CH:17][CH:16]=2)[CH:8]=1)[C@@H:3]([CH3:21])[CH2:2][N:30]([CH3:31])[CH3:29])[CH3:6]. The catalyst class is: 9. (2) Reactant: Cl[C:2]1[CH:3]=[CH:4][C:5]2[N:6]([C:8]([C@@H:11]([OH:13])[CH3:12])=[N:9][N:10]=2)[N:7]=1.[C:14]1(B(O)O)[CH:19]=[CH:18][CH:17]=[CH:16][CH:15]=1.C([O-])([O-])=O.[K+].[K+].O1CCOCC1. Product: [C:14]1([C:2]2[CH:3]=[CH:4][C:5]3[N:6]([C:8]([C@@H:11]([OH:13])[CH3:12])=[N:9][N:10]=3)[N:7]=2)[CH:19]=[CH:18][CH:17]=[CH:16][CH:15]=1. The catalyst class is: 103. (3) Reactant: [Cl:1][C:2]1[CH:3]=[C:4]([CH:9]2[CH:13]([C:14]([F:17])([F:16])[F:15])[O:12][N:11]=[C:10]2[C:18]2[CH:19]=[CH:20][C:21](SC)=[C:22]([CH:25]=2)[C:23]#[N:24])[CH:5]=[C:6]([Cl:8])[CH:7]=1.Cl[C:29]1C=C(C=CC=1)C(OO)=O.[S:39](=[O:42])(O)[O-:40].[Na+].C(=O)([O-])[O-].[K+].[K+]. Product: [Cl:1][C:2]1[CH:3]=[C:4]([CH:9]2[CH:13]([C:14]([F:16])([F:15])[F:17])[O:12][N:11]=[C:10]2[C:18]2[CH:19]=[CH:20][C:21]([S:39]([CH3:29])(=[O:42])=[O:40])=[C:22]([CH:25]=2)[C:23]#[N:24])[CH:5]=[C:6]([Cl:8])[CH:7]=1. The catalyst class is: 4. (4) Reactant: [CH3:1][NH:2][CH2:3][C:4]1[CH:12]=[CH:11][CH:10]=[C:9]2[C:5]=1[CH:6]=[CH:7][N:8]2[CH3:13].Cl.[O:15]=[C:16]1[NH:25][C:24]2[N:23]=[CH:22][C:21]([CH:26]=[CH:27][C:28](O)=[O:29])=[CH:20][C:19]=2[CH2:18][CH2:17]1.C1C=CC2N(O)N=NC=2C=1.CCN(C(C)C)C(C)C.CCN=C=NCCCN(C)C.Cl. Product: [CH3:1][N:2]([CH2:3][C:4]1[CH:12]=[CH:11][CH:10]=[C:9]2[C:5]=1[CH:6]=[CH:7][N:8]2[CH3:13])[C:28](=[O:29])/[CH:27]=[CH:26]/[C:21]1[CH:22]=[N:23][C:24]2[NH:25][C:16](=[O:15])[CH2:17][CH2:18][C:19]=2[CH:20]=1. The catalyst class is: 18. (5) Reactant: C([O:5][C:6](=O)[NH:7][CH2:8][C:9]1[CH:14]=[CH:13][CH:12]=[CH:11][C:10]=1[CH2:15][NH2:16])(C)(C)C.[CH2:18](N(CC)CC)C.Cl.O1CCOCC1. Product: [NH2:16][CH2:15][C:10]1[CH:11]=[CH:12][CH:13]=[CH:14][C:9]=1[CH2:8][NH:7][C:6](=[O:5])[CH3:18]. The catalyst class is: 2. (6) Reactant: OC([C:7]1[CH:12]=[CH:11][C:10]([O:13][CH3:14])=[C:9]([CH:15]([CH3:17])[CH3:16])[CH:8]=1)S(O)(=O)=O.[Na].O.C1(C)C=CC(S(O)(=O)=[O:27])=CC=1.OO.S(S([O-])=O)([O-])=O.[Na+].[Na+]. Product: [CH:15]([C:9]1[CH:8]=[C:7]([OH:27])[CH:12]=[CH:11][C:10]=1[O:13][CH3:14])([CH3:17])[CH3:16]. The catalyst class is: 5. (7) Reactant: [CH2:1]([NH:6][CH:7]1[CH2:12][CH2:11][C:10](=[O:13])[NH:9][C:8]1=[O:14])[CH2:2][CH2:3][C:4]#[CH:5].[C:15](O[C:15]([O:17][C:18]([CH3:21])([CH3:20])[CH3:19])=[O:16])([O:17][C:18]([CH3:21])([CH3:20])[CH3:19])=[O:16]. Product: [C:18]([O:17][C:15](=[O:16])[N:6]([CH:7]1[CH2:12][CH2:11][C:10](=[O:13])[NH:9][C:8]1=[O:14])[CH2:1][CH2:2][CH2:3][C:4]#[CH:5])([CH3:21])([CH3:20])[CH3:19]. The catalyst class is: 599. (8) Reactant: C(N(CC)C(C)C)(C)C.[Cl:10][C:11]1[CH:33]=[CH:32][C:14]([CH2:15][NH:16][C:17]([C:19]2[C:20](=[O:31])[C:21]3[CH:28]=[C:27]([CH2:29]Cl)[O:26][C:22]=3[N:23]([CH3:25])[CH:24]=2)=[O:18])=[CH:13][CH:12]=1.[CH3:34][NH:35][CH2:36][CH:37]([C:39]1[S:40][CH:41]=[CH:42][CH:43]=1)[OH:38].O. Product: [Cl:10][C:11]1[CH:33]=[CH:32][C:14]([CH2:15][NH:16][C:17]([C:19]2[C:20](=[O:31])[C:21]3[CH:28]=[C:27]([CH2:29][N:35]([CH2:36][CH:37]([OH:38])[C:39]4[S:40][CH:41]=[CH:42][CH:43]=4)[CH3:34])[O:26][C:22]=3[N:23]([CH3:25])[CH:24]=2)=[O:18])=[CH:13][CH:12]=1. The catalyst class is: 3. (9) Reactant: OC(C(F)(F)F)=O.[C:8]([O:27][CH2:28][CH2:29][CH2:30][NH:31][CH2:32][CH2:33][CH2:34][O:35][C:36](=[O:54])[CH2:37][CH2:38][CH2:39][CH2:40][CH2:41][CH2:42][CH2:43]/[CH:44]=[CH:45]\[CH2:46][CH2:47][CH2:48][CH2:49][CH2:50][CH2:51][CH2:52][CH3:53])(=[O:26])[CH2:9][CH2:10][CH2:11][CH2:12][CH2:13][CH2:14][CH2:15]/[CH:16]=[CH:17]\[CH2:18][CH2:19][CH2:20][CH2:21][CH2:22][CH2:23][CH2:24][CH3:25].[CH3:55][N:56]([CH3:61])[CH2:57][C:58](O)=[O:59].CN(C(ON1N=NC2C=CC=NC1=2)=[N+](C)C)C.F[P-](F)(F)(F)(F)F.CCN(C(C)C)C(C)C. The catalyst class is: 2. Product: [C:8]([O:27][CH2:28][CH2:29][CH2:30][N:31]([C:58](=[O:59])[CH2:57][N:56]([CH3:61])[CH3:55])[CH2:32][CH2:33][CH2:34][O:35][C:36](=[O:54])[CH2:37][CH2:38][CH2:39][CH2:40][CH2:41][CH2:42][CH2:43]/[CH:44]=[CH:45]\[CH2:46][CH2:47][CH2:48][CH2:49][CH2:50][CH2:51][CH2:52][CH3:53])(=[O:26])[CH2:9][CH2:10][CH2:11][CH2:12][CH2:13][CH2:14][CH2:15]/[CH:16]=[CH:17]\[CH2:18][CH2:19][CH2:20][CH2:21][CH2:22][CH2:23][CH2:24][CH3:25].